This data is from Catalyst prediction with 721,799 reactions and 888 catalyst types from USPTO. The task is: Predict which catalyst facilitates the given reaction. Reactant: N[C@H]1CN(C(OCC2C=CC=CC=2)=O)[C@H](C(OC)=O)C1.C(=O)(O)[O-].[Na+].C([Cl:34])(=O)C1C=CC=CC=1.[C:35]([NH:43][C@H:44]1[CH2:48][N:47](C(OCC2C=CC=CC=2)=O)[C@H:46]([C:59]([O:61][CH3:62])=[O:60])[CH2:45]1)(=[O:42])[C:36]1[CH:41]=[CH:40][CH:39]=[CH:38][CH:37]=1. Product: [ClH:34].[C:35]([NH:43][C@H:44]1[CH2:48][NH:47][C@H:46]([C:59]([O:61][CH3:62])=[O:60])[CH2:45]1)(=[O:42])[C:36]1[CH:37]=[CH:38][CH:39]=[CH:40][CH:41]=1. The catalyst class is: 46.